This data is from Blood-brain barrier permeability classification from the B3DB database. The task is: Regression/Classification. Given a drug SMILES string, predict its absorption, distribution, metabolism, or excretion properties. Task type varies by dataset: regression for continuous measurements (e.g., permeability, clearance, half-life) or binary classification for categorical outcomes (e.g., BBB penetration, CYP inhibition). Dataset: b3db_classification. (1) The compound is CC(=O)OCC(=O)[C@]1(O)CC[C@H]2[C@@H]3CCC4=CC(=O)CC[C@]4(C)[C@H]3[C@H](O)C[C@]21C. The result is 1 (penetrates BBB). (2) The molecule is COc1ccc(CC(C)NCC(O)c2ccc(O)c(NC=O)c2)cc1. The result is 0 (does not penetrate BBB). (3) The molecule is CN(C(=O)Cc1ccc(Cl)c(Cl)c1)[C@H]1CCCC[C@@H]1N1CCCC1. The result is 1 (penetrates BBB). (4) The drug is O=C1CN2CCO[C@@]2(c2ccccc2Cl)c2cc(Cl)ccc2N1. The result is 1 (penetrates BBB). (5) The molecule is CC(CCC(=O)O)C1CCC2C3C(O)CC4CC(O)CCC4(C)C3CCC12C. The result is 0 (does not penetrate BBB).